Regression. Given a peptide amino acid sequence and an MHC pseudo amino acid sequence, predict their binding affinity value. This is MHC class I binding data. From a dataset of Peptide-MHC class I binding affinity with 185,985 pairs from IEDB/IMGT. (1) The peptide sequence is YLFFFLHWL. The binding affinity (normalized) is 0.604. The MHC is HLA-A02:01 with pseudo-sequence HLA-A02:01. (2) The peptide sequence is IQKNPDGSW. The MHC is HLA-B15:01 with pseudo-sequence HLA-B15:01. The binding affinity (normalized) is 0.559. (3) The peptide sequence is GTHPTTTYK. The MHC is BoLA-T2a with pseudo-sequence BoLA-T2a. The binding affinity (normalized) is 0.275. (4) The peptide sequence is SPRPAPGAA. The MHC is HLA-A24:02 with pseudo-sequence HLA-A24:02. The binding affinity (normalized) is 0. (5) The peptide sequence is VAATLGFGAY. The MHC is Mamu-A02 with pseudo-sequence Mamu-A02. The binding affinity (normalized) is 0.376. (6) The peptide sequence is HISCLTFGR. The MHC is HLA-A11:01 with pseudo-sequence HLA-A11:01. The binding affinity (normalized) is 0. (7) The peptide sequence is RTFSILNRK. The MHC is HLA-B18:01 with pseudo-sequence HLA-B18:01. The binding affinity (normalized) is 0.0847. (8) The peptide sequence is NELGYSGYF. The MHC is HLA-A69:01 with pseudo-sequence HLA-A69:01. The binding affinity (normalized) is 0.0847. (9) The peptide sequence is ATAAATEAY. The MHC is HLA-B27:03 with pseudo-sequence HLA-B27:03. The binding affinity (normalized) is 0.0847. (10) The binding affinity (normalized) is 0.736. The peptide sequence is KNWMTQTLL. The MHC is Mamu-A2601 with pseudo-sequence Mamu-A2601.